Dataset: Catalyst prediction with 721,799 reactions and 888 catalyst types from USPTO. Task: Predict which catalyst facilitates the given reaction. Product: [Cl:1][C:2]1[CH:3]=[C:4]([NH:9][C:10]2[N:15]=[C:14]([N:16]3[CH:20]=[CH:19][C:18]([C:21]([F:22])([F:23])[F:24])=[N:17]3)[C:13]([C:25]3[CH:26]=[C:27]([C:40]([OH:42])=[O:41])[C:28]([O:31][CH:32]([C:34]4[CH:35]=[CH:36][N:37]=[CH:38][CH:39]=4)[CH3:33])=[N:29][CH:30]=3)=[CH:12][N:11]=2)[CH:5]=[CH:6][C:7]=1[F:8]. The catalyst class is: 708. Reactant: [Cl:1][C:2]1[CH:3]=[C:4]([NH:9][C:10]2[N:15]=[C:14]([N:16]3[CH:20]=[CH:19][C:18]([C:21]([F:24])([F:23])[F:22])=[N:17]3)[C:13]([C:25]3[CH:26]=[C:27]([C:40]([O:42]C)=[O:41])[C:28]([O:31][CH:32]([C:34]4[CH:39]=[CH:38][N:37]=[CH:36][CH:35]=4)[CH3:33])=[N:29][CH:30]=3)=[CH:12][N:11]=2)[CH:5]=[CH:6][C:7]=1[F:8].O.[OH-].[Ba+2].[OH-].Cl.